This data is from Forward reaction prediction with 1.9M reactions from USPTO patents (1976-2016). The task is: Predict the product of the given reaction. Given the reactants [CH2:1]([N:8]1[CH2:12][C@@H:11]([OH:13])[C@H:10]([OH:14])[CH2:9]1)[C:2]1[CH:7]=[CH:6][CH:5]=[CH:4][CH:3]=1.CS(O[CH2:20][CH2:21][CH2:22][CH2:23][CH2:24][CH2:25][CH2:26][CH2:27][CH2:28][CH2:29]/[CH:30]=[CH:31]\[CH2:32][CH2:33][CH2:34][CH2:35][CH2:36][CH3:37])(=O)=O, predict the reaction product. The product is: [CH2:1]([N:8]1[CH2:12][C@@H:11]([O:13][CH2:20][CH2:21][CH2:22][CH2:23][CH2:24][CH2:25][CH2:26][CH2:27][CH2:28][CH2:29]/[CH:30]=[CH:31]\[CH2:32][CH2:33][CH2:34][CH2:35][CH2:36][CH3:37])[C@H:10]([O:14][CH2:37][CH2:36][CH2:35][CH2:34][CH2:33][CH2:32][CH2:31][CH2:30][CH2:29][CH2:28]/[CH:27]=[CH:26]\[CH2:25][CH2:24][CH2:23][CH2:22][CH2:21][CH3:20])[CH2:9]1)[C:2]1[CH:3]=[CH:4][CH:5]=[CH:6][CH:7]=1.